This data is from Peptide-MHC class II binding affinity with 134,281 pairs from IEDB. The task is: Regression. Given a peptide amino acid sequence and an MHC pseudo amino acid sequence, predict their binding affinity value. This is MHC class II binding data. (1) The peptide sequence is GTVANGVLQTFMRMA. The MHC is DRB1_0405 with pseudo-sequence DRB1_0405. The binding affinity (normalized) is 0.777. (2) The peptide sequence is DPRQGLAVLRKVKRV. The MHC is HLA-DQA10201-DQB10301 with pseudo-sequence HLA-DQA10201-DQB10301. The binding affinity (normalized) is 0. (3) The peptide sequence is YDKFLANVSTVLTCK. The MHC is DRB1_0401 with pseudo-sequence DRB1_0401. The binding affinity (normalized) is 0.541. (4) The peptide sequence is AAALAGTTVYGAFAA. The MHC is HLA-DPA10103-DPB10401 with pseudo-sequence HLA-DPA10103-DPB10401. The binding affinity (normalized) is 0.532. (5) The peptide sequence is GELQIDDKIDAAFKI. The MHC is DRB1_1501 with pseudo-sequence DRB1_1501. The binding affinity (normalized) is 0.333. (6) The peptide sequence is MSGPMQQLTQPLQQL. The MHC is HLA-DQA10301-DQB10302 with pseudo-sequence HLA-DQA10301-DQB10302. The binding affinity (normalized) is 0.274.